This data is from Reaction yield outcomes from USPTO patents with 853,638 reactions. The task is: Predict the reaction yield, written as a fraction of the theoretical maximum amount of product (1.0 means a 100% yield; for example, 0.34 means a 34% yield). The reactants are Cl.[N:2]1[CH:7]=[CH:6][C:5]([CH2:8]Cl)=[CH:4][CH:3]=1.[CH3:10][NH:11][CH:12]=[O:13].[H-].[Na+]. The catalyst is C1COCC1. The product is [CH3:10][N:11]([CH:12]=[O:13])[CH2:8][C:5]1[CH:6]=[CH:7][N:2]=[CH:3][CH:4]=1. The yield is 0.760.